From a dataset of Full USPTO retrosynthesis dataset with 1.9M reactions from patents (1976-2016). Predict the reactants needed to synthesize the given product. (1) Given the product [N+:9]([C:8]1[C:3]([O:2][CH3:1])=[C:4]([C:22]2[CH:23]=[C:24]([C:27]([OH:29])=[O:28])[S:25][CH:26]=2)[CH:5]=[CH:6][CH:7]=1)([O-:11])=[O:10], predict the reactants needed to synthesize it. The reactants are: [CH3:1][O:2][C:3]1[C:8]([N+:9]([O-:11])=[O:10])=[CH:7][CH:6]=[CH:5][C:4]=1B1OC(C)(C)C(C)(C)O1.Br[C:22]1[CH:23]=[C:24]([C:27]([OH:29])=[O:28])[S:25][CH:26]=1.C(=O)([O-])[O-].[Na+].[Na+].Cl. (2) Given the product [CH2:1]([O:5][C:6]1[CH:10]=[C:9]([CH2:11][CH2:12][C:13]([O:15][CH2:16][CH3:17])=[O:14])[N:8]([CH2:18][C:19]2[CH:24]=[CH:23][C:22]([Cl:25])=[CH:21][C:20]=2[Cl:26])[N:7]=1)[CH2:2][CH2:3][CH3:4], predict the reactants needed to synthesize it. The reactants are: [CH2:1]([O:5][C:6]1[CH:10]=[C:9](/[CH:11]=[CH:12]/[C:13]([O:15][CH2:16][CH3:17])=[O:14])[N:8]([CH2:18][C:19]2[CH:24]=[CH:23][C:22]([Cl:25])=[CH:21][C:20]=2[Cl:26])[N:7]=1)[CH2:2][CH2:3][CH3:4]. (3) Given the product [CH3:1][C:2]1[CH:7]=[CH:6][C:5]([S:8]([O:11][CH2:12][CH:13]2[O:17][C:16](=[O:18])[N:15]([CH2:19][CH2:20][CH3:21])[CH2:14]2)(=[O:10])=[O:9])=[CH:4][CH:3]=1, predict the reactants needed to synthesize it. The reactants are: [CH3:1][C:2]1[CH:7]=[CH:6][C:5]([S:8]([O:11][CH2:12][CH:13]2[O:17][C:16](=[O:18])[N:15]([CH2:19][C:20]3C=CC(F)=C[CH:21]=3)[CH2:14]2)(=[O:10])=[O:9])=[CH:4][CH:3]=1.OCC1OC(=O)N(CCC)C1.FC1C=CC(CN2CC(CO)OC2=O)=CC=1. (4) The reactants are: [CH3:1][O:2][CH2:3][CH2:4][N:5]1[C:9]2[CH:10]=[CH:11][C:12]([C:14](O)=[O:15])=[CH:13][C:8]=2[N:7]=[C:6]1[NH:17][C:18]1[S:19][C:20]2[CH:26]=[C:25]([O:27][C:28]([F:31])([F:30])[F:29])[CH:24]=[CH:23][C:21]=2[N:22]=1.[NH2:32][CH2:33][C:34]([N:36]1[CH2:41][CH2:40][N:39]([CH3:42])[CH2:38][CH2:37]1)=[O:35].CN(C(ON1N=NC2C=CC=CC1=2)=[N+](C)C)C.F[P-](F)(F)(F)(F)F.CCN(C(C)C)C(C)C. Given the product [CH3:42][N:39]1[CH2:40][CH2:41][N:36]([C:34](=[O:35])[CH2:33][NH:32][C:14]([C:12]2[CH:11]=[CH:10][C:9]3[N:5]([CH2:4][CH2:3][O:2][CH3:1])[C:6]([NH:17][C:18]4[S:19][C:20]5[CH:26]=[C:25]([O:27][C:28]([F:31])([F:29])[F:30])[CH:24]=[CH:23][C:21]=5[N:22]=4)=[N:7][C:8]=3[CH:13]=2)=[O:15])[CH2:37][CH2:38]1, predict the reactants needed to synthesize it. (5) Given the product [CH3:26][N:27]([CH3:32])[CH:28]1[CH2:31][N:30]([C:19]([C:18]2[CH:22]=[CH:23][C:15]([N:12]3[C:13]([OH:14])=[C:9]([C:6]4[CH:7]=[CH:8][C:3]([C:1]#[N:2])=[C:4]([F:25])[C:5]=4[CH3:24])[CH:10]=[N:11]3)=[N:16][CH:17]=2)=[O:20])[CH2:29]1, predict the reactants needed to synthesize it. The reactants are: [C:1]([C:3]1[CH:8]=[CH:7][C:6]([C:9]2[CH:10]=[N:11][N:12]([C:15]3[CH:23]=[CH:22][C:18]([C:19](O)=[O:20])=[CH:17][N:16]=3)[C:13]=2[OH:14])=[C:5]([CH3:24])[C:4]=1[F:25])#[N:2].[CH3:26][N:27]([CH3:32])[CH:28]1[CH2:31][NH:30][CH2:29]1.